Dataset: Full USPTO retrosynthesis dataset with 1.9M reactions from patents (1976-2016). Task: Predict the reactants needed to synthesize the given product. (1) Given the product [C:17]([C:16]1[CH:19]=[C:12]([C:11]2[O:10][N:9]=[C:8]3[C:24]4[C:4]([CH2:5][CH2:6][C:7]=23)=[CH:3][C:2]([CH2:33][CH2:32][C:31]([O:30][CH2:28][CH3:29])=[O:35])=[CH:26][CH:25]=4)[CH:13]=[CH:14][C:15]=1[O:20][CH:21]([CH3:23])[CH3:22])#[N:18], predict the reactants needed to synthesize it. The reactants are: Br[C:2]1[CH:3]=[C:4]2[C:24](=[CH:25][CH:26]=1)[C:8]1=[N:9][O:10][C:11]([C:12]3[CH:13]=[CH:14][C:15]([O:20][CH:21]([CH3:23])[CH3:22])=[C:16]([CH:19]=3)[C:17]#[N:18])=[C:7]1[CH2:6][CH2:5]2.[Br-].[CH2:28]([O:30][C:31](=[O:35])[CH2:32][CH2:33][Zn+])[CH3:29]. (2) Given the product [C:30]([C:17]1[CH:18]=[C:19]2[C:24](=[CH:25][C:16]=1[O:15][C:14]1[CH:32]=[CH:33][C:11]([C:9](=[O:10])[NH:8][C:6]3[CH:5]=[CH:4][CH:3]=[C:2]([C:37]4[CH:38]=[CH:39][C:40]([CH3:41])=[C:35]([CH3:34])[CH:36]=4)[N:7]=3)=[CH:12][CH:13]=1)[O:23][CH2:22][CH2:21][CH:20]2[C:26]([O:28][CH3:29])=[O:27])#[N:31], predict the reactants needed to synthesize it. The reactants are: Br[C:2]1[N:7]=[C:6]([NH:8][C:9]([C:11]2[CH:33]=[CH:32][C:14]([O:15][C:16]3[CH:25]=[C:24]4[C:19]([CH:20]([C:26]([O:28][CH3:29])=[O:27])[CH2:21][CH2:22][O:23]4)=[CH:18][C:17]=3[C:30]#[N:31])=[CH:13][CH:12]=2)=[O:10])[CH:5]=[CH:4][CH:3]=1.[CH3:34][C:35]1[CH:36]=[C:37](B(O)O)[CH:38]=[CH:39][C:40]=1[CH3:41].C([O-])([O-])=O.[Na+].[Na+].C1(C)C=CC=CC=1. (3) Given the product [CH3:1][C:2]([CH3:23])([CH2:7][CH2:8][C:9]1[S:10][C:11]([C:14]2[CH:19]=[CH:18][C:17]([N+:20]([O-:22])=[O:21])=[CH:16][CH:15]=2)=[CH:12][N:13]=1)[C:3]([OH:5])=[O:4], predict the reactants needed to synthesize it. The reactants are: [CH3:1][C:2]([CH3:23])([CH2:7][CH2:8][C:9]1[S:10][C:11]([C:14]2[CH:19]=[CH:18][C:17]([N+:20]([O-:22])=[O:21])=[CH:16][CH:15]=2)=[CH:12][N:13]=1)[C:3]([O:5]C)=[O:4].[OH-].[Na+]. (4) Given the product [Cl:1][C:2]1[CH:15]=[CH:14][CH:13]=[CH:12][C:3]=1[CH2:4][C:5]1[N:9]([CH3:10])[C:8]([NH:11][C:23](=[O:24])[CH:22]([C:16]2[CH:21]=[CH:20][CH:19]=[CH:18][CH:17]=2)[CH2:26][CH3:27])=[N:7][CH:6]=1, predict the reactants needed to synthesize it. The reactants are: [Cl:1][C:2]1[CH:15]=[CH:14][CH:13]=[CH:12][C:3]=1[CH2:4][C:5]1[N:9]([CH3:10])[C:8]([NH2:11])=[N:7][CH:6]=1.[C:16]1([CH:22]([CH2:26][CH3:27])[C:23](O)=[O:24])[CH:21]=[CH:20][CH:19]=[CH:18][CH:17]=1.C(N(CC)CC)C.F[P-](F)(F)(F)(F)F.N1N(OC(N(C)C)=[N+](C)C)N=C2C=CC=NC=12. (5) Given the product [F:1][C:2]1[CH:7]=[CH:6][C:5]([N:8]2[C:16]3[C:11](=[CH:12][C:13]([CH:17]([CH2:18][CH:19]([CH3:21])[CH3:20])[C:26]([CH3:28])([CH3:27])[C:25]([O:24][CH3:23])=[O:29])=[CH:14][CH:15]=3)[CH:10]=[N:9]2)=[CH:4][CH:3]=1, predict the reactants needed to synthesize it. The reactants are: [F:1][C:2]1[CH:7]=[CH:6][C:5]([N:8]2[C:16]3[C:11](=[CH:12][C:13]([CH:17](O)[CH2:18][CH:19]([CH3:21])[CH3:20])=[CH:14][CH:15]=3)[CH:10]=[N:9]2)=[CH:4][CH:3]=1.[CH3:23][O:24][C:25]([O:29][Si](C)(C)C)=[C:26]([CH3:28])[CH3:27]. (6) Given the product [C:17]([O:21][C:22]([N:24]1[CH2:29][CH2:28][N:27]([C:9]2[CH:10]=[N:11][CH:12]=[C:7]([NH:6][CH2:5][C:4]3[CH:14]=[CH:15][CH:16]=[C:2]([Cl:1])[CH:3]=3)[N:8]=2)[CH2:26][CH2:25]1)=[O:23])([CH3:20])([CH3:18])[CH3:19], predict the reactants needed to synthesize it. The reactants are: [Cl:1][C:2]1[CH:3]=[C:4]([CH:14]=[CH:15][CH:16]=1)[CH2:5][NH:6][C:7]1[CH:12]=[N:11][CH:10]=[C:9](Cl)[N:8]=1.[C:17]([O:21][C:22]([N:24]1[CH2:29][CH2:28][NH:27][CH2:26][CH2:25]1)=[O:23])([CH3:20])([CH3:19])[CH3:18].N12CCCN=C1CCCCC2.O.